This data is from Forward reaction prediction with 1.9M reactions from USPTO patents (1976-2016). The task is: Predict the product of the given reaction. (1) Given the reactants [CH2:1]([O:3][CH:4]([C:6]1[CH:14]=[CH:13][C:9]([C:10]([OH:12])=O)=[CH:8][CH:7]=1)[CH3:5])[CH3:2].CN(C(ON1N=NC2C=CC=NC1=2)=[N+](C)C)C.F[P-](F)(F)(F)(F)F.C(N(CC)CC)C.[NH2:46][CH2:47][C:48]1[C:49]([OH:56])=[N:50][C:51]([CH3:55])=[CH:52][C:53]=1[CH3:54], predict the reaction product. The product is: [CH2:1]([O:3][CH:4]([C:6]1[CH:7]=[CH:8][C:9]([C:10]([NH:46][CH2:47][C:48]2[C:49]([OH:56])=[N:50][C:51]([CH3:55])=[CH:52][C:53]=2[CH3:54])=[O:12])=[CH:13][CH:14]=1)[CH3:5])[CH3:2]. (2) Given the reactants [Cl:1][C:2]1[CH:3]=[C:4]([C:12]2[O:16][N:15]=[C:14]([CH2:17][OH:18])[CH:13]=2)[CH:5]=[CH:6][C:7]=1[O:8][CH:9]([CH3:11])[CH3:10].CC(OI1(OC(C)=O)(OC(C)=O)OC(=O)C2C=CC=CC1=2)=O.CCOC(C)=O.CCCCCCC, predict the reaction product. The product is: [Cl:1][C:2]1[CH:3]=[C:4]([C:12]2[O:16][N:15]=[C:14]([CH:17]=[O:18])[CH:13]=2)[CH:5]=[CH:6][C:7]=1[O:8][CH:9]([CH3:11])[CH3:10].